Task: Predict the product of the given reaction.. Dataset: Forward reaction prediction with 1.9M reactions from USPTO patents (1976-2016) (1) Given the reactants [N+:1]([C:4]1[C:9]2[N:10]=[C:11]([CH2:13][C:14]3[CH:19]=[CH:18][CH:17]=[CH:16][C:15]=3[N:20]3[CH:24]=[N:23][N:22]=[N:21]3)[O:12][C:8]=2[CH:7]=[CH:6][CH:5]=1)([O-])=O, predict the reaction product. The product is: [N:20]1([C:15]2[CH:16]=[CH:17][CH:18]=[CH:19][C:14]=2[CH2:13][C:11]2[O:12][C:8]3[C:9](=[C:4]([NH2:1])[CH:5]=[CH:6][CH:7]=3)[N:10]=2)[CH:24]=[N:23][N:22]=[N:21]1. (2) Given the reactants [NH2:1][C:2]1[C:7]([C:8]([O:10][CH3:11])=[O:9])=[CH:6][CH:5]=[C:4]([Cl:12])[N:3]=1.C(=O)(O)[O-].[Na+].Cl[CH2:19][CH:20]=O, predict the reaction product. The product is: [Cl:12][C:4]1[N:3]2[CH:19]=[CH:20][N:1]=[C:2]2[C:7]([C:8]([O:10][CH3:11])=[O:9])=[CH:6][CH:5]=1. (3) Given the reactants [N:1]([CH2:4][C@H:5]1[NH:14][C:13]2[C:8](=[CH:9][CH:10]=[CH:11][CH:12]=2)[NH:7][C:6]1=[O:15])=[N+]=[N-].[Cl:16][C:17]1[CH:18]=[C:19]([S:24](Cl)(=[O:26])=[O:25])[CH:20]=[CH:21][C:22]=1[Cl:23].[H][H], predict the reaction product. The product is: [NH2:1][CH2:4][C@H:5]1[N:14]([S:24]([C:19]2[CH:20]=[CH:21][C:22]([Cl:23])=[C:17]([Cl:16])[CH:18]=2)(=[O:26])=[O:25])[C:13]2[C:8](=[CH:9][CH:10]=[CH:11][CH:12]=2)[NH:7][C:6]1=[O:15]. (4) Given the reactants [H-].[Na+].[CH3:3][NH:4][C:5]1[CH:10]=[CH:9][CH:8]=[C:7]([Cl:11])[CH:6]=1.Cl[C:13]1[N:18]=[C:17](Cl)[CH:16]=[CH:15][N:14]=1.CN(C=[O:24])C, predict the reaction product. The product is: [Cl:11][C:7]1[CH:6]=[C:5]([N:4]([CH3:3])[C:17]2[CH:16]=[CH:15][NH:14][C:13](=[O:24])[N:18]=2)[CH:10]=[CH:9][CH:8]=1. (5) Given the reactants [C:1]([C:5]1[CH:10]=[CH:9][C:8]([N+:11]([O-:13])=[O:12])=[CH:7][C:6]=1[NH:14][C:15](=[O:18])[CH2:16]Cl)([CH3:4])([CH3:3])[CH3:2].[NH:19]1[CH2:24][CH2:23][O:22][CH2:21][CH2:20]1.C(N(CC)CC)C.[I-].[K+], predict the reaction product. The product is: [C:1]([C:5]1[CH:10]=[CH:9][C:8]([N+:11]([O-:13])=[O:12])=[CH:7][C:6]=1[NH:14][C:15](=[O:18])[CH2:16][N:19]1[CH2:24][CH2:23][O:22][CH2:21][CH2:20]1)([CH3:4])([CH3:3])[CH3:2]. (6) Given the reactants [NH:1]1[CH2:4][CH:3]([O:5][C:6]2[C:11]([C:12]3[CH:17]=[CH:16][C:15]([S:18]([CH3:20])=[O:19])=[CH:14][CH:13]=3)=[CH:10][C:9]([C:21]3[NH:30][C:29](=[O:31])[C:28]4[C:23](=[CH:24][C:25]([O:34][CH3:35])=[CH:26][C:27]=4[O:32][CH3:33])[N:22]=3)=[CH:8][CH:7]=2)[CH2:2]1.C=O.O.[C:39]([O-])(=O)C.[Na+].C(O)(=O)C.C(O[BH-](OC(=O)C)OC(=O)C)(=O)C.[Na+], predict the reaction product. The product is: [CH3:33][O:32][C:27]1[CH:26]=[C:25]([O:34][CH3:35])[CH:24]=[C:23]2[C:28]=1[C:29](=[O:31])[NH:30][C:21]([C:9]1[CH:10]=[C:11]([C:12]3[CH:17]=[CH:16][C:15]([S:18]([CH3:20])=[O:19])=[CH:14][CH:13]=3)[C:6]([O:5][CH:3]3[CH2:2][N:1]([CH3:39])[CH2:4]3)=[CH:7][CH:8]=1)=[N:22]2. (7) Given the reactants [NH2:1][C:2]1[CH:7]=[CH:6][C:5]([F:8])=[CH:4][N:3]=1.C(N(CC)CC)C.[CH3:16][C:17]([CH3:22])([CH3:21])[C:18](Cl)=[O:19].C([O-])(O)=O.[Na+], predict the reaction product. The product is: [F:8][C:5]1[CH:6]=[CH:7][C:2]([NH:1][C:18](=[O:19])[C:17]([CH3:22])([CH3:21])[CH3:16])=[N:3][CH:4]=1. (8) Given the reactants [CH3:1]I.[F:3][C:4]1[CH:9]=[CH:8][CH:7]=[C:6]([CH2:10][OH:11])[C:5]=1[OH:12], predict the reaction product. The product is: [F:3][C:4]1[C:5]([O:12][CH3:1])=[C:6]([CH2:10][OH:11])[CH:7]=[CH:8][CH:9]=1. (9) The product is: [Cl:7][C:8]1[CH:13]=[CH:12][C:11]([C:14]2[CH:19]=[CH:18][C:17]([CH2:20][O:21][CH:22]3[CH2:27][CH2:26][CH2:25][N:24]([C:36]4[CH:29]=[C:30]([CH:33]=[CH:34][CH:35]=4)[CH:31]=[O:32])[CH2:23]3)=[CH:16][CH:15]=2)=[CH:10][CH:9]=1. Given the reactants C(=O)([O-])[O-].[K+].[K+].[Cl:7][C:8]1[CH:13]=[CH:12][C:11]([C:14]2[CH:19]=[CH:18][C:17]([CH2:20][O:21][CH:22]3[CH2:27][CH2:26][CH2:25][NH:24][CH2:23]3)=[CH:16][CH:15]=2)=[CH:10][CH:9]=1.F[C:29]1[CH:36]=[CH:35][CH:34]=[CH:33][C:30]=1[CH:31]=[O:32].O, predict the reaction product. (10) Given the reactants [C:1]([N:4]1[C:13]2[C:8](=[CH:9][C:10]([Br:14])=[CH:11][CH:12]=2)[C@H:7]([NH:15]C(=O)OCC2C=CC=CC=2)[C@@H:6]([CH3:26])[C@@H:5]1[CH2:27][CH3:28])(=[O:3])[CH3:2].[OH-].[K+].O.C(O)C, predict the reaction product. The product is: [NH2:15][C@H:7]1[C:8]2[C:13](=[CH:12][CH:11]=[C:10]([Br:14])[CH:9]=2)[N:4]([C:1](=[O:3])[CH3:2])[C@@H:5]([CH2:27][CH3:28])[C@@H:6]1[CH3:26].